Dataset: Forward reaction prediction with 1.9M reactions from USPTO patents (1976-2016). Task: Predict the product of the given reaction. Given the reactants [CH3:1][C:2]1[CH:3]=[C:4]([CH:7]=[CH:8][N:9]=1)[C:5]#[N:6].Br[CH2:11][C:12](=O)[CH3:13].C(=O)([O-])O.[Na+].C(#N)C, predict the reaction product. The product is: [CH3:13][C:12]1[CH:1]=[C:2]2[N:9]([CH:11]=1)[CH:8]=[CH:7][C:4]([C:5]#[N:6])=[CH:3]2.